Predict which catalyst facilitates the given reaction. From a dataset of Catalyst prediction with 721,799 reactions and 888 catalyst types from USPTO. (1) Reactant: C([O:3][C:4](=[O:34])[C:5]([CH3:33])([CH3:32])[CH2:6][NH:7][C:8]([C:10]1[N:11]=[C:12]([C:30]#[N:31])[C:13]2[C:18]([C:19]=1[OH:20])=[CH:17][CH:16]=[C:15]([O:21][C:22]1[CH:27]=[CH:26][CH:25]=[CH:24][C:23]=1[O:28][CH3:29])[CH:14]=2)=[O:9])C.O.CCOC(C)=O.Cl. Product: [C:30]([C:12]1[C:13]2[C:18](=[CH:17][CH:16]=[C:15]([O:21][C:22]3[CH:27]=[CH:26][CH:25]=[CH:24][C:23]=3[O:28][CH3:29])[CH:14]=2)[C:19]([OH:20])=[C:10]([C:8]([NH:7][CH2:6][C:5]([CH3:33])([CH3:32])[C:4]([OH:34])=[O:3])=[O:9])[N:11]=1)#[N:31]. The catalyst class is: 273. (2) Reactant: C([O:3][C:4](=[O:34])[C:5]([CH3:33])([CH3:32])[CH2:6][C:7]1[N:15]([CH2:16][C:17]2[CH:22]=[CH:21][C:20]([Cl:23])=[CH:19][CH:18]=2)[C:14]2[C:9](=[N:10][C:11]([O:24][CH2:25][C:26]3[CH:31]=[CH:30][CH:29]=[CH:28][N:27]=3)=[CH:12][CH:13]=2)[CH:8]=1)C.CO.[Li+].[OH-].C(O)(=O)CC(CC(O)=O)(C(O)=O)O. Product: [Cl:23][C:20]1[CH:21]=[CH:22][C:17]([CH2:16][N:15]2[C:14]3[C:9](=[N:10][C:11]([O:24][CH2:25][C:26]4[CH:31]=[CH:30][CH:29]=[CH:28][N:27]=4)=[CH:12][CH:13]=3)[CH:8]=[C:7]2[CH2:6][C:5]([CH3:33])([CH3:32])[C:4]([OH:34])=[O:3])=[CH:18][CH:19]=1. The catalyst class is: 387. (3) Reactant: C[O:2][C:3](=[O:20])[C:4]1[CH:9]=[CH:8][N:7]=[CH:6][C:5]=1[C:10]1[CH:11]=[N:12][C:13]2[NH:14][CH2:15][CH2:16][CH2:17][C:18]=2[CH:19]=1.[C:21]([N:29]=C=O)(=[O:28])C1C=CC=CC=1.C([O-])([O-])=O.[K+].[K+]. Product: [C:21]([N:14]1[C:13]2[N:12]=[CH:11][C:10]([C:5]3[CH:6]=[N:7][CH:8]=[CH:9][C:4]=3[C:3]([OH:2])=[O:20])=[CH:19][C:18]=2[CH2:17][CH2:16][CH2:15]1)(=[O:28])[NH2:29]. The catalyst class is: 2. (4) Reactant: Cl[C:2]1[C:7]([N+:8]([O-:10])=[O:9])=[CH:6][CH:5]=[C:4]([Cl:11])[N:3]=1.C(=O)([O-])[O-].[Na+].[Na+].[NH2:18][CH:19]1[CH2:24][CH2:23][N:22]([C:25]([O:27][C:28]([CH3:31])([CH3:30])[CH3:29])=[O:26])[CH2:21][CH2:20]1. Product: [Cl:11][C:4]1[N:3]=[C:2]([NH:18][CH:19]2[CH2:20][CH2:21][N:22]([C:25]([O:27][C:28]([CH3:31])([CH3:30])[CH3:29])=[O:26])[CH2:23][CH2:24]2)[C:7]([N+:8]([O-:10])=[O:9])=[CH:6][CH:5]=1. The catalyst class is: 8. (5) Reactant: [N:1]1[CH:6]=[CH:5][CH:4]=[C:3]([C:7]2[CH:11]=[C:10]([C:12]([F:15])([F:14])[F:13])[N:9]([C:16]3[N:21]=[N:20][C:19]([NH2:22])=[CH:18][CH:17]=3)[N:8]=2)[CH:2]=1.C(N(CC)C(C)C)(C)C.[Br:32][C:33]1[CH:34]=[C:35]([CH:39]=[CH:40][CH:41]=1)[C:36](Cl)=[O:37].C(=O)(O)[O-].[Na+]. Product: [Br:32][C:33]1[CH:34]=[C:35]([CH:39]=[CH:40][CH:41]=1)[C:36]([NH:22][C:19]1[N:20]=[N:21][C:16]([N:9]2[C:10]([C:12]([F:15])([F:13])[F:14])=[CH:11][C:7]([C:3]3[CH:2]=[N:1][CH:6]=[CH:5][CH:4]=3)=[N:8]2)=[CH:17][CH:18]=1)=[O:37]. The catalyst class is: 7. (6) Reactant: [CH3:1][CH:2]1[CH2:7][NH:6][CH2:5][CH:4]([CH3:8])[NH:3]1.Cl[C:10]1[C:15]([Cl:16])=[CH:14][CH:13]=[CH:12][N:11]=1.C(N(C(C)C)CC)(C)C. Product: [Cl:16][C:15]1[C:10]([N:6]2[CH2:5][CH:4]([CH3:8])[NH:3][CH:2]([CH3:1])[CH2:7]2)=[N:11][CH:12]=[CH:13][CH:14]=1. The catalyst class is: 3. (7) Reactant: [OH:1][C:2]1([CH3:20])[CH2:7][CH2:6][CH:5]([NH:8][C:9]2[C:10]([CH3:19])=[C:11]([CH:16]=[CH:17][CH:18]=2)[C:12]([O:14][CH3:15])=[O:13])[CH2:4][CH2:3]1.[CH:21](=O)[CH3:22].C(O)(=O)C.C(O[BH-](OC(=O)C)OC(=O)C)(=O)C.[Na+].C([O-])(O)=O.[Na+]. Product: [CH2:21]([N:8]([CH:5]1[CH2:6][CH2:7][C:2]([OH:1])([CH3:20])[CH2:3][CH2:4]1)[C:9]1[C:10]([CH3:19])=[C:11]([CH:16]=[CH:17][CH:18]=1)[C:12]([O:14][CH3:15])=[O:13])[CH3:22]. The catalyst class is: 68. (8) Product: [C:19]([CH2:18][NH:17][C:15]([C:7]1[C:6](=[O:26])[C:5]2[CH:4]=[CH:3][C:54]([C:52]([OH:51])=[O:53])=[CH:11][C:10]=2[C:9]([CH3:12])([CH3:13])[C:8]=1[OH:14])=[O:16])([OH:21])=[O:20]. Reactant: BrC1[CH:11]=[C:10]2[C:5]([C:6](=[O:26])[C:7]([C:15]([NH:17][CH2:18][C:19]([O:21]C(C)(C)C)=[O:20])=[O:16])=[C:8]([OH:14])[C:9]2([CH3:13])[CH3:12])=[CH:4][CH:3]=1.C1(P(C2C=CC=CC=2)C2C=CC=CC=2)C=CC=CC=1.O.[C]=O.CC[O:51][C:52]([CH3:54])=[O:53]. The catalyst class is: 235. (9) Reactant: Cl.[CH3:2][O:3][C:4]1[C:5]([CH:10]2[CH2:15][CH2:14][N:13](C(OC(C)(C)C)=O)[CH2:12][CH2:11]2)=[N:6][CH:7]=[CH:8][CH:9]=1. Product: [CH3:2][O:3][C:4]1[C:5]([CH:10]2[CH2:15][CH2:14][NH:13][CH2:12][CH2:11]2)=[N:6][CH:7]=[CH:8][CH:9]=1. The catalyst class is: 12. (10) Reactant: [H-].[Al+3].[Li+].[H-].[H-].[H-].[CH3:7][C:8]1([C:18](OCC)=[O:19])[CH2:17][CH2:16][C:11]2([O:15][CH2:14][CH2:13][O:12]2)[CH2:10][CH2:9]1. Product: [CH3:7][C:8]1([CH2:18][OH:19])[CH2:17][CH2:16][C:11]2([O:12][CH2:13][CH2:14][O:15]2)[CH2:10][CH2:9]1. The catalyst class is: 7.